From a dataset of Full USPTO retrosynthesis dataset with 1.9M reactions from patents (1976-2016). Predict the reactants needed to synthesize the given product. (1) Given the product [C:37]1([C:40]2[CH:41]=[CH:42][CH:43]=[CH:44][CH:45]=2)[CH:38]=[CH:39][C:34]([CH2:33][O:32][C:31]2[CH:46]=[CH:47][C:28]([O:27][CH2:26][CH2:25][O:1][C:2]3[CH:19]=[CH:18][C:17]([C:20]([O:22][CH3:23])=[O:21])=[CH:16][C:3]=3[C:4]([N:6]3[CH2:11][CH2:10][CH:9]([C:12]([O:14][CH3:15])=[O:13])[CH2:8][CH2:7]3)=[O:5])=[CH:29][CH:30]=2)=[CH:35][CH:36]=1, predict the reactants needed to synthesize it. The reactants are: [OH:1][C:2]1[CH:19]=[CH:18][C:17]([C:20]([O:22][CH3:23])=[O:21])=[CH:16][C:3]=1[C:4]([N:6]1[CH2:11][CH2:10][CH:9]([C:12]([O:14][CH3:15])=[O:13])[CH2:8][CH2:7]1)=[O:5].Br[CH2:25][CH2:26][O:27][C:28]1[CH:47]=[CH:46][C:31]([O:32][CH2:33][C:34]2[CH:39]=[CH:38][C:37]([C:40]3[CH:45]=[CH:44][CH:43]=[CH:42][CH:41]=3)=[CH:36][CH:35]=2)=[CH:30][CH:29]=1. (2) Given the product [ClH:20].[OH:35][CH:32]1[CH2:33][CH2:34][N:30]([CH2:19][CH2:18][O:17][C:14]2[CH:15]=[C:16]3[C:11](=[CH:12][CH:13]=2)[O:10][C:9]([C:21]2[N:26]=[CH:25][N:24]4[CH:27]=[CH:28][CH:29]=[C:23]4[CH:22]=2)=[CH:8][C:7]3=[N:6][OH:5])[CH2:31]1, predict the reactants needed to synthesize it. The reactants are: C([O:5][N:6]=[C:7]1[C:16]2[C:11](=[CH:12][CH:13]=[C:14]([O:17][CH2:18][CH2:19][Cl:20])[CH:15]=2)[O:10][C:9]([C:21]2[N:26]=[CH:25][N:24]3[CH:27]=[CH:28][CH:29]=[C:23]3[CH:22]=2)=[CH:8]1)(C)(C)C.[NH:30]1[CH2:34][CH2:33][CH:32]([OH:35])[CH2:31]1. (3) Given the product [O:1]1[C:5]2[CH:6]=[CH:7][C:8]([CH2:10][C:11]([NH:14][C:15]3[CH:16]=[C:17]([B:21]([OH:23])[OH:22])[CH:18]=[CH:19][CH:20]=3)=[O:13])=[CH:9][C:4]=2[O:3][CH2:2]1, predict the reactants needed to synthesize it. The reactants are: [O:1]1[C:5]2[CH:6]=[CH:7][C:8]([CH2:10][C:11]([OH:13])=O)=[CH:9][C:4]=2[O:3][CH2:2]1.[NH2:14][C:15]1[CH:16]=[C:17]([B:21]([OH:23])[OH:22])[CH:18]=[CH:19][CH:20]=1.CN(C(ON1N=NC2C=CC=NC1=2)=[N+](C)C)C.F[P-](F)(F)(F)(F)F.C(N(CC)C(C)C)(C)C. (4) Given the product [Br:3][C:4]1[CH:5]=[N:6][CH:7]=[C:8]([CH:13]=1)[C:9]([NH:1][NH2:2])=[O:10], predict the reactants needed to synthesize it. The reactants are: [NH2:1][NH2:2].[Br:3][C:4]1[CH:5]=[N:6][CH:7]=[C:8]([CH:13]=1)[C:9](OC)=[O:10]. (5) Given the product [F:29][C:24]1[CH:23]=[CH:22][C:21]([C:2]2[CH:3]=[CH:4][C:5]3[NH:11][C:10](=[O:12])[CH2:9][O:8][C:7]([CH3:18])([C:13]4[S:14][CH:15]=[CH:16][CH:17]=4)[C:6]=3[CH:19]=2)=[CH:28][C:25]=1[C:26]#[N:27], predict the reactants needed to synthesize it. The reactants are: Br[C:2]1[CH:3]=[CH:4][C:5]2[NH:11][C:10](=[O:12])[CH2:9][O:8][C:7]([CH3:18])([C:13]3[S:14][CH:15]=[CH:16][CH:17]=3)[C:6]=2[CH:19]=1.Br[C:21]1[CH:22]=[CH:23][C:24]([F:29])=[C:25]([CH:28]=1)[C:26]#[N:27].